Dataset: Catalyst prediction with 721,799 reactions and 888 catalyst types from USPTO. Task: Predict which catalyst facilitates the given reaction. Reactant: [NH2:1][C:2]1[C:3]([C:9]2[CH:18]=[CH:17][C:12]([C:13]([O:15][CH3:16])=[O:14])=[C:11]([F:19])[CH:10]=2)=[N:4][C:5](Br)=[CH:6][N:7]=1.[CH2:20]([O:27][CH2:28][CH:29]1[CH2:34][CH2:33][C:32](B2OC(C)(C)C(C)(C)O2)=[CH:31][CH2:30]1)[C:21]1[CH:26]=[CH:25][CH:24]=[CH:23][CH:22]=1.C([O-])([O-])=O.[Na+].[Na+]. Product: [NH2:1][C:2]1[C:3]([C:9]2[CH:18]=[CH:17][C:12]([C:13]([O:15][CH3:16])=[O:14])=[C:11]([F:19])[CH:10]=2)=[N:4][C:5]([C:32]2[CH2:33][CH2:34][CH:29]([CH2:28][O:27][CH2:20][C:21]3[CH:22]=[CH:23][CH:24]=[CH:25][CH:26]=3)[CH2:30][CH:31]=2)=[CH:6][N:7]=1. The catalyst class is: 57.